The task is: Predict the product of the given reaction.. This data is from Forward reaction prediction with 1.9M reactions from USPTO patents (1976-2016). (1) Given the reactants [CH3:1][N:2]([CH2:13][C:14]1[N:18]([CH2:19][CH2:20][CH2:21][CH:22]2[CH2:27][CH2:26][CH2:25][CH2:24][N:23]2C(OC(C)(C)C)=O)[C:17]2[CH:35]=[CH:36][CH:37]=[CH:38][C:16]=2[N:15]=1)[CH:3]1[C:12]2[N:11]=[CH:10][CH:9]=[CH:8][C:7]=2[CH2:6][CH2:5][CH2:4]1.CN(CC1N(CC2CCNCC2)C2C=CC=CC=2N=1)C1C2N=CC=CC=2CCC1, predict the reaction product. The product is: [CH3:1][N:2]([CH2:13][C:14]1[N:18]([CH2:19][CH2:20][CH2:21][CH:22]2[CH2:27][CH2:26][CH2:25][CH2:24][NH:23]2)[C:17]2[CH:35]=[CH:36][CH:37]=[CH:38][C:16]=2[N:15]=1)[CH:3]1[C:12]2[N:11]=[CH:10][CH:9]=[CH:8][C:7]=2[CH2:6][CH2:5][CH2:4]1. (2) Given the reactants Cl.[CH:2]1([CH2:5][CH2:6][NH2:7])[CH2:4][CH2:3]1.C(N(C(C)C)CC)(C)C.[N+:17]([C:20]1[CH:21]=[C:22]([N:26]=[C:27]=[O:28])[CH:23]=[CH:24][CH:25]=1)([O-:19])=[O:18].[C:29](Cl)(=[O:34])[CH2:30][C:31](Cl)=[O:32], predict the reaction product. The product is: [CH:2]1([CH2:5][CH2:6][N:7]2[C:31](=[O:32])[CH2:30][C:29](=[O:34])[N:26]([C:22]3[CH:23]=[CH:24][CH:25]=[C:20]([N+:17]([O-:19])=[O:18])[CH:21]=3)[C:27]2=[O:28])[CH2:4][CH2:3]1. (3) Given the reactants [CH3:1][C:2]1[C:3]([CH:8]2[CH2:13][CH2:12][CH2:11][CH:10]([C:14]3[C:19]([CH3:20])=[CH:18][CH:17]=[CH:16][N:15]=3)[N:9]2[CH2:21][C:22]2[CH:23]=[C:24]([CH:27]=[CH:28][CH:29]=2)[C:25]#[N:26])=[N:4][CH:5]=[CH:6][CH:7]=1.CC[N:32](CC)CC.[OH2:37], predict the reaction product. The product is: [CH3:20][C:19]1[C:14]([CH:10]2[CH2:11][CH2:12][CH2:13][CH:8]([C:3]3[C:2]([CH3:1])=[CH:7][CH:6]=[CH:5][N:4]=3)[N:9]2[CH2:21][C:22]2[CH:23]=[C:24]([CH:27]=[CH:28][CH:29]=2)[C:25]([NH:32][OH:37])=[NH:26])=[N:15][CH:16]=[CH:17][CH:18]=1. (4) Given the reactants [NH2:1][C:2]1[C:10]([N+:11]([O-:13])=[O:12])=[CH:9][C:8]([Br:14])=[CH:7][C:3]=1[C:4]([OH:6])=[O:5].[N+](=[CH2:17])=[N-], predict the reaction product. The product is: [CH3:17][O:5][C:4](=[O:6])[C:3]1[CH:7]=[C:8]([Br:14])[CH:9]=[C:10]([N+:11]([O-:13])=[O:12])[C:2]=1[NH2:1]. (5) Given the reactants [Cl:1][C:2]1[C:7]([Cl:8])=[CH:6][CH:5]=[CH:4][C:3]=1[S:9]([NH:12][C:13]1[CH:18]=[CH:17][C:16]([CH2:19][C:20]#[N:21])=[CH:15][CH:14]=1)(=[O:11])=[O:10].C[O-].[Na+].[CH2:25]([O:29]C(=O)C)[CH2:26]CC, predict the reaction product. The product is: [Cl:1][C:2]1[C:7]([Cl:8])=[CH:6][CH:5]=[CH:4][C:3]=1[S:9]([NH:12][C:13]1[CH:18]=[CH:17][C:16]([CH:19]([C:20]#[N:21])[C:25](=[O:29])[CH3:26])=[CH:15][CH:14]=1)(=[O:10])=[O:11]. (6) Given the reactants [NH2:1][CH2:2][C:3]1[C:4]([CH2:21][C:22]([CH3:25])([CH3:24])[CH3:23])=[N:5][C:6]([CH3:20])=[C:7]([C:12]=1[C:13]1[CH:18]=[CH:17][C:16]([CH3:19])=[CH:15][CH:14]=1)[C:8]([O:10]C)=[O:9].[C:34](O[C:34]([O:36][C:37]([CH3:40])([CH3:39])[CH3:38])=[O:35])([O:36][C:37]([CH3:40])([CH3:39])[CH3:38])=[O:35].[OH-].[Na+].Cl, predict the reaction product. The product is: [C:37]([O:36][C:34]([NH:1][CH2:2][C:3]1[C:4]([CH2:21][C:22]([CH3:25])([CH3:24])[CH3:23])=[N:5][C:6]([CH3:20])=[C:7]([C:12]=1[C:13]1[CH:18]=[CH:17][C:16]([CH3:19])=[CH:15][CH:14]=1)[C:8]([OH:10])=[O:9])=[O:35])([CH3:38])([CH3:39])[CH3:40]. (7) Given the reactants [S:1]1[C:5]2[C:6]3[CH:14]=[CH:13][CH:12]=[CH:11][C:7]=3[O:8][CH2:9][CH2:10][C:4]=2[CH:3]=[CH:2]1.C(O)(=O)C.[Br:19]N1C(=O)CCC1=O, predict the reaction product. The product is: [Br:19][C:2]1[S:1][C:5]2[C:6]3[CH:14]=[CH:13][CH:12]=[CH:11][C:7]=3[O:8][CH2:9][CH2:10][C:4]=2[CH:3]=1. (8) Given the reactants Cl[C:2]1[N:10]=[C:9]2[C:5]([NH:6][CH:7]=[N:8]2)=[CH:4][N:3]=1.[C:11]([CH2:13][C:14]1[CH:19]=[CH:18][C:17](B(O)O)=[CH:16][CH:15]=1)#[N:12].[C:23]([O-:26])([O-])=O.[K+].[K+], predict the reaction product. The product is: [O:26]1[CH2:23][CH2:15][CH2:14][CH2:13][CH:11]1[N:8]1[CH:7]=[N:6][C:5]2[C:9]1=[N:10][CH:2]=[N:3][C:4]=2[C:17]1[CH:18]=[CH:19][C:14]([CH2:13][C:11]#[N:12])=[CH:15][CH:16]=1. (9) Given the reactants Cl[C:2]1[C:11]2[C:6](=[CH:7][CH:8]=[C:9]3[S:14](=[O:16])(=[O:15])[CH2:13][CH2:12][C:10]3=2)[N:5]=[CH:4][C:3]=1[C:17]([O:19][CH2:20][CH3:21])=[O:18].[C:22]([NH:25][CH2:26][CH2:27][NH2:28])(=[O:24])[CH3:23], predict the reaction product. The product is: [C:22]([NH:25][CH2:26][CH2:27][NH:28][C:2]1[C:11]2[C:6](=[CH:7][CH:8]=[C:9]3[S:14](=[O:16])(=[O:15])[CH2:13][CH2:12][C:10]3=2)[N:5]=[CH:4][C:3]=1[C:17]([O:19][CH2:20][CH3:21])=[O:18])(=[O:24])[CH3:23].